From a dataset of NCI-60 drug combinations with 297,098 pairs across 59 cell lines. Regression. Given two drug SMILES strings and cell line genomic features, predict the synergy score measuring deviation from expected non-interaction effect. Drug 1: C1=CC=C(C(=C1)C(C2=CC=C(C=C2)Cl)C(Cl)Cl)Cl. Drug 2: C1CN(P(=O)(OC1)NCCCl)CCCl. Cell line: OVCAR3. Synergy scores: CSS=-0.432, Synergy_ZIP=6.73, Synergy_Bliss=11.7, Synergy_Loewe=2.73, Synergy_HSA=0.870.